This data is from Reaction yield outcomes from USPTO patents with 853,638 reactions. The task is: Predict the reaction yield, written as a fraction of the theoretical maximum amount of product (1.0 means a 100% yield; for example, 0.34 means a 34% yield). (1) The reactants are [OH:1][CH2:2][CH:3]1[O:8][CH2:7][CH2:6][N:5]([C:9]([O:11][C:12]([CH3:15])([CH3:14])[CH3:13])=[O:10])[CH2:4]1.O[N:17]1C(=O)C2C(=CC=CC=2)C1=O.C1(P(C2C=CC=CC=2)C2C=CC=CC=2)C=CC=CC=1.N(C(OC(C)C)=O)=NC(OC(C)C)=O.O.NN. The catalyst is C(Cl)Cl.O. The product is [NH2:17][O:1][CH2:2][CH:3]1[O:8][CH2:7][CH2:6][N:5]([C:9]([O:11][C:12]([CH3:15])([CH3:14])[CH3:13])=[O:10])[CH2:4]1. The yield is 0.560. (2) The reactants are [OH:1][CH2:2][C@@H:3]1[CH2:7][CH2:6][CH2:5][N:4]1[C:8]([O:10][C:11]([CH3:14])([CH3:13])[CH3:12])=[O:9].N1C=CC=CC=1.[CH3:21][C:22]1[CH:27]=[CH:26][C:25]([S:28](Cl)(=[O:30])=[O:29])=[CH:24][CH:23]=1. The catalyst is ClCCl. The product is [S:28]([O:1][CH2:2][C@@H:3]1[CH2:7][CH2:6][CH2:5][N:4]1[C:8]([O:10][C:11]([CH3:14])([CH3:13])[CH3:12])=[O:9])([C:25]1[CH:26]=[CH:27][C:22]([CH3:21])=[CH:23][CH:24]=1)(=[O:30])=[O:29]. The yield is 0.870. (3) The reactants are [Cl:1][C:2]1[CH:3]=[C:4]([CH:8]=[CH:9][C:10]=1[N:11]([CH3:13])[CH3:12])[C:5]([OH:7])=O.[O:14]=[C:15]1[O:19][CH:18]([O:20][CH2:21][CH2:22][C:23]2C=[CH:27][CH:26]=[CH:25][CH:24]=2)[CH:17]([NH:29][C:30]([CH:32]2[CH2:36][CH2:35][CH2:34][N:33]2[C:37](=[O:51])[CH:38]([NH:40]C(=O)C2C=CC(N)=C(Cl)C=2)[CH3:39])=[O:31])[CH2:16]1. No catalyst specified. The product is [CH2:21]([O:20][CH:18]1[CH:17]([NH:29][C:30]([CH:32]2[CH2:36][CH2:35][CH2:34][N:33]2[C:37](=[O:51])[CH:38]([NH:40][C:5](=[O:7])[C:4]2[CH:8]=[CH:9][C:10]([N:11]([CH3:13])[CH3:12])=[C:2]([Cl:1])[CH:3]=2)[CH3:39])=[O:31])[CH2:16][C:15](=[O:14])[O:19]1)[C:22]1[CH:23]=[CH:24][CH:25]=[CH:26][CH:27]=1. The yield is 0.440. (4) The yield is 0.930. The product is [CH3:1][N:2]([CH3:17])[S:3]([C:6]1[C:11]([Cl:12])=[CH:10][CH:9]=[C:8]([N+:13]([O-:15])=[O:14])[C:7]=1[OH:20])(=[O:5])=[O:4]. The catalyst is C(OCC)(=O)C. The reactants are [CH3:1][N:2]([CH3:17])[S:3]([C:6]1[C:11]([Cl:12])=[CH:10][CH:9]=[C:8]([N+:13]([O-:15])=[O:14])[C:7]=1Cl)(=[O:5])=[O:4].[H-].[Na+].[OH2:20]. (5) The reactants are O[CH:2]=[C:3]1[C:11]2[C:6](=[CH:7][C:8]([C:12]([C:14]3[CH:15]=[C:16]([NH:20][C:21]([C:23]4[O:24][CH:25]=[CH:26][C:27]=4[CH3:28])=[O:22])[CH:17]=[CH:18][CH:19]=3)=[O:13])=[CH:9][CH:10]=2)[NH:5][C:4]1=[O:29].C1COCC1.[N:35]1([CH2:40][C:41]2[CH:46]=[CH:45][C:44]([NH2:47])=[CH:43][CH:42]=2)[CH2:39][CH2:38][CH2:37][CH2:36]1. The catalyst is CCOC(C)=O.CCCCCC. The product is [O:29]=[C:4]1[C:3](=[CH:2][NH:47][C:44]2[CH:43]=[CH:42][C:41]([CH2:40][N:35]3[CH2:39][CH2:38][CH2:37][CH2:36]3)=[CH:46][CH:45]=2)[C:11]2[C:6](=[CH:7][C:8]([C:12]([C:14]3[CH:15]=[C:16]([NH:20][C:21]([C:23]4[O:24][CH:25]=[CH:26][C:27]=4[CH3:28])=[O:22])[CH:17]=[CH:18][CH:19]=3)=[O:13])=[CH:9][CH:10]=2)[NH:5]1. The yield is 0.430. (6) The reactants are C([O:8][C:9]([C:11]1[CH:12]=[C:13]2[C:18](=[CH:19][CH:20]=1)[N:17]([C:21](=[O:23])[CH3:22])[C@@H:16]([CH3:24])[CH2:15][C@H:14]2[N:25]([C:32]1[CH:37]=[CH:36][C:35]([N:38]2[CH2:43][CH2:42][O:41][CH2:40][CH2:39]2)=[CH:34][CH:33]=1)[C:26](=[O:31])[C:27]([F:30])([F:29])[F:28])=[O:10])C1C=CC=CC=1. The catalyst is C(O)C. The product is [C:21]([N:17]1[C:18]2[C:13](=[CH:12][C:11]([C:9]([OH:10])=[O:8])=[CH:20][CH:19]=2)[C@H:14]([N:25]([C:32]2[CH:37]=[CH:36][C:35]([N:38]3[CH2:39][CH2:40][O:41][CH2:42][CH2:43]3)=[CH:34][CH:33]=2)[C:26](=[O:31])[C:27]([F:28])([F:30])[F:29])[CH2:15][C@@H:16]1[CH3:24])(=[O:23])[CH3:22]. The yield is 0.883.